From a dataset of NCI-60 drug combinations with 297,098 pairs across 59 cell lines. Regression. Given two drug SMILES strings and cell line genomic features, predict the synergy score measuring deviation from expected non-interaction effect. (1) Drug 1: COCCOC1=C(C=C2C(=C1)C(=NC=N2)NC3=CC=CC(=C3)C#C)OCCOC.Cl. Drug 2: N.N.Cl[Pt+2]Cl. Cell line: UO-31. Synergy scores: CSS=22.3, Synergy_ZIP=-7.45, Synergy_Bliss=-1.22, Synergy_Loewe=3.04, Synergy_HSA=3.23. (2) Drug 1: C1CCN(CC1)CCOC2=CC=C(C=C2)C(=O)C3=C(SC4=C3C=CC(=C4)O)C5=CC=C(C=C5)O. Drug 2: C1CC(=O)NC(=O)C1N2C(=O)C3=CC=CC=C3C2=O. Cell line: ACHN. Synergy scores: CSS=7.32, Synergy_ZIP=-2.97, Synergy_Bliss=0.671, Synergy_Loewe=-1.82, Synergy_HSA=-1.03. (3) Drug 1: C1=C(C(=O)NC(=O)N1)N(CCCl)CCCl. Drug 2: CN1C2=C(C=C(C=C2)N(CCCl)CCCl)N=C1CCCC(=O)O.Cl. Cell line: SK-OV-3. Synergy scores: CSS=18.3, Synergy_ZIP=-1.12, Synergy_Bliss=1.86, Synergy_Loewe=-4.67, Synergy_HSA=1.74. (4) Drug 1: C1C(C(OC1N2C=C(C(=O)NC2=O)F)CO)O. Drug 2: C1=NC(=NC(=O)N1C2C(C(C(O2)CO)O)O)N. Cell line: RPMI-8226. Synergy scores: CSS=75.3, Synergy_ZIP=-1.35, Synergy_Bliss=-2.63, Synergy_Loewe=-1.80, Synergy_HSA=1.38. (5) Drug 1: C1CC(C1)(C(=O)O)C(=O)O.[NH2-].[NH2-].[Pt+2]. Drug 2: COCCOC1=C(C=C2C(=C1)C(=NC=N2)NC3=CC=CC(=C3)C#C)OCCOC.Cl. Cell line: MCF7. Synergy scores: CSS=-0.758, Synergy_ZIP=4.01, Synergy_Bliss=-0.177, Synergy_Loewe=-4.59, Synergy_HSA=-3.39. (6) Synergy scores: CSS=90.8, Synergy_ZIP=8.13, Synergy_Bliss=8.24, Synergy_Loewe=9.40, Synergy_HSA=11.9. Drug 2: CC1=C(C(=O)C2=C(C1=O)N3CC4C(C3(C2COC(=O)N)OC)N4)N. Drug 1: C1CN1P(=S)(N2CC2)N3CC3. Cell line: HL-60(TB). (7) Drug 1: CN1C(=O)N2C=NC(=C2N=N1)C(=O)N. Drug 2: CCCCCOC(=O)NC1=NC(=O)N(C=C1F)C2C(C(C(O2)C)O)O. Cell line: MALME-3M. Synergy scores: CSS=-10.6, Synergy_ZIP=3.38, Synergy_Bliss=-3.67, Synergy_Loewe=-7.49, Synergy_HSA=-9.53. (8) Drug 1: C1=CC(=CC=C1CCC2=CNC3=C2C(=O)NC(=N3)N)C(=O)NC(CCC(=O)O)C(=O)O. Drug 2: CC(C)(C#N)C1=CC(=CC(=C1)CN2C=NC=N2)C(C)(C)C#N. Cell line: HOP-62. Synergy scores: CSS=40.8, Synergy_ZIP=5.31, Synergy_Bliss=7.81, Synergy_Loewe=6.15, Synergy_HSA=9.39.